Dataset: Reaction yield outcomes from USPTO patents with 853,638 reactions. Task: Predict the reaction yield, written as a fraction of the theoretical maximum amount of product (1.0 means a 100% yield; for example, 0.34 means a 34% yield). (1) The reactants are [NH:1]1[C:10]2[C:5](=[CH:6][CH:7]=[CH:8][CH:9]=2)[NH:4][CH2:3][CH2:2]1.[OH-].[Na+].[C:13](O[C:13]([O:15][C:16]([CH3:19])([CH3:18])[CH3:17])=[O:14])([O:15][C:16]([CH3:19])([CH3:18])[CH3:17])=[O:14]. The catalyst is C1COCC1.O. The product is [N:1]1([C:13]([O:15][C:16]([CH3:19])([CH3:18])[CH3:17])=[O:14])[C:10]2[C:5](=[CH:6][CH:7]=[CH:8][CH:9]=2)[NH:4][CH2:3][CH2:2]1. The yield is 0.200. (2) The reactants are [F:1][C:2]1[CH:9]=[C:8]([F:10])[CH:7]=[CH:6][C:3]=1[CH:4]=O.[CH3:11][C:12]([S@@:15]([NH2:17])=[O:16])([CH3:14])[CH3:13].CC1C=CC(S([O-])(=O)=O)=CC=1.C1C=C[NH+]=CC=1. The catalyst is ClCCl.[O-]S([O-])(=O)=O.[Cu+2]. The product is [F:1][C:2]1[CH:9]=[C:8]([F:10])[CH:7]=[CH:6][C:3]=1/[CH:4]=[N:17]/[S@:15]([C:12]([CH3:14])([CH3:13])[CH3:11])=[O:16]. The yield is 0.910.